The task is: Predict the product of the given reaction.. This data is from Forward reaction prediction with 1.9M reactions from USPTO patents (1976-2016). (1) Given the reactants [NH2:1][C:2]1[S:3][C:4]([C:7]([O:9][CH3:10])=[O:8])=[CH:5][N:6]=1.[CH3:11][C:12]1[CH:17]=[CH:16][C:15]([S:18](Cl)(=[O:20])=[O:19])=[CH:14][CH:13]=1.C(N(C(C)C)CC)(C)C, predict the reaction product. The product is: [CH3:11][C:12]1[CH:17]=[CH:16][C:15]([S:18]([NH:1][C:2]2[S:3][C:4]([C:7]([O:9][CH3:10])=[O:8])=[CH:5][N:6]=2)(=[O:20])=[O:19])=[CH:14][CH:13]=1. (2) Given the reactants C([O:3][C:4]([C:6]1[S:10][C:9]2[CH:11]=[C:12]([CH2:15][OH:16])[CH:13]=[CH:14][C:8]=2[CH:7]=1)=[O:5])C.O.[Li+].[OH-], predict the reaction product. The product is: [OH:16][CH2:15][C:12]1[CH:13]=[CH:14][C:8]2[CH:7]=[C:6]([C:4]([OH:5])=[O:3])[S:10][C:9]=2[CH:11]=1. (3) Given the reactants CCCC[N+](CCCC)(CCCC)CCCC.[F-].[Si]([O:26][C:27]([CH3:60])([CH3:59])[CH2:28][C:29]1[CH:30]=[CH:31][C:32]2[C:45]3[N:44]=[C:43]([C:46]4[C:51]([Br:52])=[CH:50][CH:49]=[CH:48][C:47]=4[Br:53])[NH:42][C:41]=3[C:40]3[C:35](=[CH:36][C:37]([O:54][CH2:55][CH:56]4[CH2:58][CH2:57]4)=[CH:38][CH:39]=3)[C:33]=2[CH:34]=1)(C(C)(C)C)(C)C, predict the reaction product. The product is: [CH:56]1([CH2:55][O:54][C:37]2[CH:36]=[C:35]3[C:40](=[CH:39][CH:38]=2)[C:41]2[NH:42][C:43]([C:46]4[C:47]([Br:53])=[CH:48][CH:49]=[CH:50][C:51]=4[Br:52])=[N:44][C:45]=2[C:32]2[CH:31]=[CH:30][C:29]([CH2:28][C:27]([CH3:60])([OH:26])[CH3:59])=[CH:34][C:33]3=2)[CH2:57][CH2:58]1.